From a dataset of Catalyst prediction with 721,799 reactions and 888 catalyst types from USPTO. Predict which catalyst facilitates the given reaction. (1) Reactant: [CH:1]1[C:10]2[CH:9]=[CH:8][CH:7]=[C:6]([C:11]([OH:13])=O)[C:5]=2[CH:4]=[N:3][N:2]=1.[NH2:14][NH:15][C:16]([NH2:18])=[S:17]. Product: [CH:1]1[C:10]2[CH:9]=[CH:8][CH:7]=[C:6]([C:11]([NH:14][NH:15][C:16]([NH2:18])=[S:17])=[O:13])[C:5]=2[CH:4]=[N:3][N:2]=1. The catalyst class is: 3. (2) Reactant: [CH3:1][N:2]([CH3:43])[C:3]1[N:11]=[CH:10][N:9]=[C:8]2[C:4]=1[N:5]=[CH:6][N:7]2[C@@H:12]1[O:16][C@H:15]([CH2:17][OH:18])[C@@H:14]([NH:19][C:20](=[O:41])[C@@H:21]([NH:33]C(=O)OC(C)(C)C)[CH2:22][C:23]2[CH:28]=[CH:27][C:26]([O:29][CH2:30][C:31]#[CH:32])=[CH:25][CH:24]=2)[C@H:13]1[OH:42]. Product: [NH2:33][C@@H:21]([CH2:22][C:23]1[CH:28]=[CH:27][C:26]([O:29][CH2:30][C:31]#[CH:32])=[CH:25][CH:24]=1)[C:20]([NH:19][C@H:14]1[C@@H:13]([OH:42])[C@H:12]([N:7]2[CH:6]=[N:5][C:4]3[C:8]2=[N:9][CH:10]=[N:11][C:3]=3[N:2]([CH3:43])[CH3:1])[O:16][C@@H:15]1[CH2:17][OH:18])=[O:41]. The catalyst class is: 137. (3) Reactant: Br[CH:2]1[CH2:8][CH2:7][CH2:6][CH2:5][O:4][C:3]1=[O:9].[Cl:10][C:11]1[C:12]([C:17]([F:20])([F:19])[F:18])=[N:13][NH:14][C:15]=1[CH3:16].C(=O)([O-])[O-].[K+].[K+]. Product: [Cl:10][C:11]1[C:12]([C:17]([F:19])([F:18])[F:20])=[N:13][N:14]([CH:2]2[CH2:8][CH2:7][CH2:6][CH2:5][O:4][C:3]2=[O:9])[C:15]=1[CH3:16]. The catalyst class is: 3. (4) Reactant: [Cl:1][C:2]1[C:10]2[C:5](=[CH:6][C:7]([C@H:11]([N:13]([CH:36]3[CH2:38][CH2:37]3)[C:14]([C@H:16]3[CH2:21][N:20](C(OC(C)(C)C)=O)[CH2:19][CH2:18][N:17]3C(OC(C)(C)C)=O)=[O:15])[CH3:12])=[CH:8][CH:9]=2)[N:4]([CH2:39][CH2:40][CH2:41][O:42][CH3:43])[CH:3]=1.N1C(C)=CC=CC=1C.C[Si](OS(C(F)(F)F)(=O)=O)(C)C.C(=O)([O-])O.[Na+]. Product: [Cl:1][C:2]1[C:10]2[C:5](=[CH:6][C:7]([C@H:11]([N:13]([CH:36]3[CH2:38][CH2:37]3)[C:14]([C@H:16]3[CH2:21][NH:20][CH2:19][CH2:18][NH:17]3)=[O:15])[CH3:12])=[CH:8][CH:9]=2)[N:4]([CH2:39][CH2:40][CH2:41][O:42][CH3:43])[CH:3]=1. The catalyst class is: 5. (5) Reactant: [H-].[Na+].[OH:3][C:4]1[CH:11]=[CH:10][C:7]([CH:8]=[O:9])=[C:6]([CH3:12])[CH:5]=1.CS(O[CH:18]1[CH2:21][N:20]([C:22]([O:24][C:25]([CH3:28])([CH3:27])[CH3:26])=[O:23])[CH2:19]1)(=O)=O.O. Product: [CH:8]([C:7]1[CH:10]=[CH:11][C:4]([O:3][CH:18]2[CH2:19][N:20]([C:22]([O:24][C:25]([CH3:28])([CH3:27])[CH3:26])=[O:23])[CH2:21]2)=[CH:5][C:6]=1[CH3:12])=[O:9]. The catalyst class is: 3. (6) Reactant: [CH3:1][N:2]([CH3:35])[C:3]1[S:4][C@H:5]2[O:11][C@H:10]([CH:12]([OH:14])[CH3:13])[C@@H:9]([O:15][CH2:16][C:17]3[CH:22]=[CH:21][C:20]([O:23][CH3:24])=[CH:19][CH:18]=3)[C@H:8]([O:25][CH2:26][C:27]3[CH:32]=[CH:31][C:30]([O:33][CH3:34])=[CH:29][CH:28]=3)[C@H:6]2[N:7]=1.CC(OI1(OC(C)=O)(OC(C)=O)OC(=O)C2C=CC=CC1=2)=O. Product: [CH3:35][N:2]([CH3:1])[C:3]1[S:4][C@H:5]2[O:11][C@H:10]([C:12](=[O:14])[CH3:13])[C@@H:9]([O:15][CH2:16][C:17]3[CH:18]=[CH:19][C:20]([O:23][CH3:24])=[CH:21][CH:22]=3)[C@H:8]([O:25][CH2:26][C:27]3[CH:32]=[CH:31][C:30]([O:33][CH3:34])=[CH:29][CH:28]=3)[C@H:6]2[N:7]=1. The catalyst class is: 4. (7) Reactant: [CH2:1]([O:3][C:4](=[O:19])[CH:5]([CH2:10][C:11](=O)[C:12]1[CH:17]=[CH:16][CH:15]=[CH:14][CH:13]=1)[C:6](=[O:9])[CH2:7][CH3:8])[CH3:2].[OH-].[Na+].CCOCC. Product: [CH2:1]([O:3][C:4]([CH:5]1[CH2:10][C:11]([C:12]2[CH:17]=[CH:16][CH:15]=[CH:14][CH:13]=2)=[C:7]([CH3:8])[C:6]1=[O:9])=[O:19])[CH3:2]. The catalyst class is: 8. (8) Reactant: [C:1]([O:5][C:6](=[O:28])[NH:7][C@@H:8]([C:22](=[O:27])NCOC)[CH2:9][C:10]1[CH:15]=[CH:14][C:13]([C:16]2[CH:21]=[CH:20][CH:19]=[CH:18][CH:17]=2)=[CH:12][CH:11]=1)([CH3:4])([CH3:3])[CH3:2].[H-].[Al+3].[Li+].[H-].[H-].[H-]. Product: [C:1]([O:5][C:6](=[O:28])[NH:7][C@@H:8]([CH:22]=[O:27])[CH2:9][C:10]1[CH:11]=[CH:12][C:13]([C:16]2[CH:21]=[CH:20][CH:19]=[CH:18][CH:17]=2)=[CH:14][CH:15]=1)([CH3:2])([CH3:4])[CH3:3]. The catalyst class is: 1.